Dataset: Reaction yield outcomes from USPTO patents with 853,638 reactions. Task: Predict the reaction yield, written as a fraction of the theoretical maximum amount of product (1.0 means a 100% yield; for example, 0.34 means a 34% yield). (1) The yield is 0.910. The reactants are [Br:1][C:2]1[CH:3]=[C:4]([O:11][CH3:12])[C:5](N)=[C:6]([O:8][CH3:9])[CH:7]=1.C([N:15](CC)CC)C.[C:20]([CH2:24][C:25](Cl)=[O:26])([CH3:23])([CH3:22])[CH3:21]. The product is [Br:1][C:2]1[CH:3]=[C:4]([O:11][CH3:12])[C:5]([CH:24]([C:20]([CH3:23])([CH3:22])[CH3:21])[C:25]([NH2:15])=[O:26])=[C:6]([O:8][CH3:9])[CH:7]=1. The catalyst is ClCCl. (2) The reactants are [CH3:1][C:2]1[C:10]2[C:9](=[O:11])[N:8]([CH:12]3[CH2:17][CH2:16][N:15]([CH3:18])[CH2:14][CH2:13]3)[C:7](=O)[C:6]=2[CH:5]=[C:4]2[NH:20][C:21]([C:23]3[C:24](=[O:43])[NH:25][CH:26]=[CH:27][C:28]=3[NH:29][CH:30]([CH3:42])[CH2:31][C:32]3[C:37]([F:38])=[C:36]([F:39])[CH:35]=[C:34]([F:40])[C:33]=3[F:41])=[N:22][C:3]=12. The catalyst is [Zn].C(O)(=O)C. The product is [CH3:1][C:2]1[C:10]2[C:9](=[O:11])[N:8]([CH:12]3[CH2:13][CH2:14][N:15]([CH3:18])[CH2:16][CH2:17]3)[CH2:7][C:6]=2[CH:5]=[C:4]2[NH:20][C:21]([C:23]3[C:24](=[O:43])[NH:25][CH:26]=[CH:27][C:28]=3[NH:29][CH:30]([CH3:42])[CH2:31][C:32]3[C:33]([F:41])=[C:34]([F:40])[CH:35]=[C:36]([F:39])[C:37]=3[F:38])=[N:22][C:3]=12. The yield is 0.363. (3) The reactants are [Cl:1][C:2]1[CH:7]=[CH:6][C:5]([SH:8])=[CH:4][CH:3]=1.C(=O)([O-])[O-].[K+].[K+].Br[CH2:16][CH:17]([O:20][CH3:21])[O:18][CH3:19]. The catalyst is CC(C)=O. The product is [Cl:1][C:2]1[CH:7]=[CH:6][C:5]([S:8][CH2:16][CH:17]([O:20][CH3:21])[O:18][CH3:19])=[CH:4][CH:3]=1. The yield is 0.980. (4) The reactants are [F:1][C:2]1[C:3](=[N:17][NH2:18])[N:4]=[C:5]([CH3:16])[NH:6][C:7]=1[NH:8][CH2:9][C:10]1[CH:15]=[CH:14][CH:13]=[CH:12][N:11]=1.[CH:19]1([CH2:24][C@H:25]([CH2:29][N:30]([CH:39]=[O:40])[O:31][CH2:32][C:33]2[CH:38]=[CH:37][CH:36]=[CH:35][CH:34]=2)[C:26](O)=[O:27])[CH2:23][CH2:22][CH2:21][CH2:20]1.CN1CCOCC1.C1C=NC2N(O)N=NC=2C=1.C(Cl)CCl. The catalyst is CN(C=O)C. The product is [CH:19]1([CH2:24][C@@H:25]([C:26]([NH:18][NH:17][C:3]2[C:2]([F:1])=[C:7]([NH:8][CH2:9][C:10]3[CH:15]=[CH:14][CH:13]=[CH:12][N:11]=3)[N:6]=[C:5]([CH3:16])[N:4]=2)=[O:27])[CH2:29][N:30]([O:31][CH2:32][C:33]2[CH:38]=[CH:37][CH:36]=[CH:35][CH:34]=2)[CH:39]=[O:40])[CH2:23][CH2:22][CH2:21][CH2:20]1. The yield is 0.480. (5) The reactants are [NH2:1][C@@H:2]1[CH2:7][CH2:6][CH2:5][N:4]([C:8]2[N:9]([CH2:21][C:22]3[CH:29]=[CH:28][CH:27]=[CH:26][C:23]=3[C:24]#[N:25])[C:10](=[O:20])[C:11]([C:14]#[C:15][Si](C)(C)C)=[CH:12][N:13]=2)[CH2:3]1.CCCC[N+](CCCC)(CCCC)CCCC.[F-]. The catalyst is C1COCC1. The product is [NH2:1][C@@H:2]1[CH2:7][CH2:6][CH2:5][N:4]([C:8]2[N:9]([CH2:21][C:22]3[CH:29]=[CH:28][CH:27]=[CH:26][C:23]=3[C:24]#[N:25])[C:10](=[O:20])[C:11]([C:14]#[CH:15])=[CH:12][N:13]=2)[CH2:3]1. The yield is 0.710. (6) The yield is 0.940. The product is [C:20]([O:19][C:17]([N:1]1[CH2:2][CH2:3][CH:4]([N:7]2[C:11]3[CH:12]=[CH:13][CH:14]=[CH:15][C:10]=3[NH:9][C:8]2=[O:16])[CH2:5][CH2:6]1)=[O:18])([CH3:23])([CH3:22])[CH3:21]. The catalyst is CN(C=O)C.CCOC(C)=O. The reactants are [NH:1]1[CH2:6][CH2:5][CH:4]([N:7]2[C:11]3[CH:12]=[CH:13][CH:14]=[CH:15][C:10]=3[NH:9][C:8]2=[O:16])[CH2:3][CH2:2]1.[C:17](O[C:17]([O:19][C:20]([CH3:23])([CH3:22])[CH3:21])=[O:18])([O:19][C:20]([CH3:23])([CH3:22])[CH3:21])=[O:18]. (7) The reactants are [Cl:1][C:2]1[CH:29]=[CH:28][CH:27]=[C:26]([CH:30]2[CH2:35][CH2:34][CH2:33][CH2:32][CH2:31]2)[C:3]=1[C:4]([N:6]1[C:14]2[C:9](=[N:10][CH:11]=[CH:12][CH:13]=2)[C:8]([C:15]2[CH:24]=[CH:23][C:18]([C:19]([O:21]C)=[O:20])=[CH:17][C:16]=2[F:25])=[N:7]1)=[O:5].O.[OH-].[Li+].Cl. The catalyst is C1COCC1.O. The product is [Cl:1][C:2]1[CH:29]=[CH:28][CH:27]=[C:26]([CH:30]2[CH2:35][CH2:34][CH2:33][CH2:32][CH2:31]2)[C:3]=1[C:4]([N:6]1[C:14]2[C:9](=[N:10][CH:11]=[CH:12][CH:13]=2)[C:8]([C:15]2[CH:24]=[CH:23][C:18]([C:19]([OH:21])=[O:20])=[CH:17][C:16]=2[F:25])=[N:7]1)=[O:5]. The yield is 0.310.